Regression. Given a peptide amino acid sequence and an MHC pseudo amino acid sequence, predict their binding affinity value. This is MHC class I binding data. From a dataset of Peptide-MHC class I binding affinity with 185,985 pairs from IEDB/IMGT. (1) The peptide sequence is IISLFYTFAI. The MHC is HLA-A68:02 with pseudo-sequence HLA-A68:02. The binding affinity (normalized) is 0.541. (2) The peptide sequence is YQAVVPLVY. The MHC is Patr-A0301 with pseudo-sequence Patr-A0301. The binding affinity (normalized) is 0. (3) The peptide sequence is PNMSCDDVV. The MHC is H-2-Kb with pseudo-sequence H-2-Kb. The binding affinity (normalized) is 0.0277. (4) The peptide sequence is YPAVVPLVY. The MHC is HLA-B58:01 with pseudo-sequence HLA-B58:01. The binding affinity (normalized) is 0.220. (5) The peptide sequence is AVDLYHFLK. The MHC is HLA-A11:01 with pseudo-sequence HLA-A11:01. The binding affinity (normalized) is 0.604. (6) The peptide sequence is STLPETTVVRR. The MHC is HLA-B07:02 with pseudo-sequence HLA-B07:02. The binding affinity (normalized) is 0.0330. (7) The peptide sequence is KIGVICSSY. The MHC is HLA-B44:02 with pseudo-sequence HLA-B44:02. The binding affinity (normalized) is 0.0847. (8) The peptide sequence is ATDALMTGF. The MHC is HLA-B53:01 with pseudo-sequence HLA-B53:01. The binding affinity (normalized) is 0.0367.